Dataset: Peptide-MHC class I binding affinity with 185,985 pairs from IEDB/IMGT. Task: Regression. Given a peptide amino acid sequence and an MHC pseudo amino acid sequence, predict their binding affinity value. This is MHC class I binding data. (1) The peptide sequence is DLKRIGASL. The MHC is HLA-A02:01 with pseudo-sequence HLA-A02:01. The binding affinity (normalized) is 0.0847. (2) The peptide sequence is KYYTSYTLK. The MHC is HLA-A02:03 with pseudo-sequence HLA-A02:03. The binding affinity (normalized) is 0.0847.